Dataset: HIV replication inhibition screening data with 41,000+ compounds from the AIDS Antiviral Screen. Task: Binary Classification. Given a drug SMILES string, predict its activity (active/inactive) in a high-throughput screening assay against a specified biological target. The compound is Cc1ccc(S(=O)(=O)c2c(N)c3nc4ccccc4n3c3nc4ccccc4nc23)cc1. The result is 0 (inactive).